From a dataset of NCI-60 drug combinations with 297,098 pairs across 59 cell lines. Regression. Given two drug SMILES strings and cell line genomic features, predict the synergy score measuring deviation from expected non-interaction effect. (1) Drug 1: C1=CC=C(C=C1)NC(=O)CCCCCCC(=O)NO. Drug 2: CC1(CCCN1)C2=NC3=C(C=CC=C3N2)C(=O)N. Cell line: SW-620. Synergy scores: CSS=47.9, Synergy_ZIP=3.31, Synergy_Bliss=1.93, Synergy_Loewe=-47.0, Synergy_HSA=0.381. (2) Drug 1: CN(C)C1=NC(=NC(=N1)N(C)C)N(C)C. Drug 2: CC1C(C(=O)NC(C(=O)N2CCCC2C(=O)N(CC(=O)N(C(C(=O)O1)C(C)C)C)C)C(C)C)NC(=O)C3=C4C(=C(C=C3)C)OC5=C(C(=O)C(=C(C5=N4)C(=O)NC6C(OC(=O)C(N(C(=O)CN(C(=O)C7CCCN7C(=O)C(NC6=O)C(C)C)C)C)C(C)C)C)N)C. Cell line: ACHN. Synergy scores: CSS=1.02, Synergy_ZIP=10.0, Synergy_Bliss=12.7, Synergy_Loewe=9.37, Synergy_HSA=8.60.